Predict the product of the given reaction. From a dataset of Forward reaction prediction with 1.9M reactions from USPTO patents (1976-2016). Given the reactants C(OCC)(=O)CC([O:5][CH:6]1[CH2:11][CH2:10][N:9]([C:12](=[O:19])[CH2:13][C:14]([O:16][CH2:17][CH3:18])=[O:15])[CH2:8][CH2:7]1)=O.CC[O-].[Na+].[NH4+].[Cl-], predict the reaction product. The product is: [OH:5][CH:6]1[CH2:11][CH2:10][N:9]([C:12](=[O:19])[CH2:13][C:14]([O:16][CH2:17][CH3:18])=[O:15])[CH2:8][CH2:7]1.